This data is from Forward reaction prediction with 1.9M reactions from USPTO patents (1976-2016). The task is: Predict the product of the given reaction. (1) Given the reactants [Br:1][C:2]1[CH:3]=[C:4]([CH:15]([CH2:21][CH:22]([CH3:24])[CH3:23])[C:16]([O:18][CH2:19][CH3:20])=[O:17])[CH:5]=[C:6]([S:9](=[O:14])(=[O:13])[N:10]([CH3:12])[CH3:11])[C:7]=1[OH:8].C([O-])([O-])=O.[K+].[K+].[CH:31]1([CH2:34]Br)[CH2:33][CH2:32]1, predict the reaction product. The product is: [Br:1][C:2]1[CH:3]=[C:4]([CH:15]([CH2:21][CH:22]([CH3:23])[CH3:24])[C:16]([O:18][CH2:19][CH3:20])=[O:17])[CH:5]=[C:6]([S:9](=[O:13])(=[O:14])[N:10]([CH3:12])[CH3:11])[C:7]=1[O:8][CH2:34][CH:31]1[CH2:33][CH2:32]1. (2) Given the reactants [CH2:1]([O:8][C:9]1[CH:17]=[C:16]2[C:12]([CH2:13][C:14](=[O:18])[NH:15]2)=[CH:11][CH:10]=1)[C:2]1[CH:7]=[CH:6][CH:5]=[CH:4][CH:3]=1.[C:19]([O-])([O-])=O.[K+].[K+].CI, predict the reaction product. The product is: [CH2:1]([O:8][C:9]1[CH:17]=[C:16]2[C:12]([CH2:13][C:14](=[O:18])[N:15]2[CH3:19])=[CH:11][CH:10]=1)[C:2]1[CH:3]=[CH:4][CH:5]=[CH:6][CH:7]=1. (3) Given the reactants [NH2:1][C@@H:2]1[CH2:7][CH2:6][CH2:5][CH2:4][C@H:3]1[NH2:8].F[C:10]1[CH:17]=[CH:16][C:13]([C:14]#[N:15])=[C:12]([C:18]([F:21])([F:20])[F:19])[CH:11]=1, predict the reaction product. The product is: [NH2:1][C@@H:2]1[CH2:7][CH2:6][CH2:5][CH2:4][C@H:3]1[NH:8][C:10]1[CH:17]=[CH:16][C:13]([C:14]#[N:15])=[C:12]([C:18]([F:19])([F:21])[F:20])[CH:11]=1. (4) Given the reactants [F:1][C:2]1[CH:18]=[CH:17][C:5]([CH:6]=[C:7]2[C:15]3[C:10](=[CH:11][CH:12]=[CH:13][CH:14]=3)[C:9](=[O:16])[O:8]2)=[CH:4][C:3]=1[N+:19]([O-])=O.[Cl-].[NH4+], predict the reaction product. The product is: [NH2:19][C:3]1[CH:4]=[C:5]([CH:17]=[CH:18][C:2]=1[F:1])[CH:6]=[C:7]1[C:15]2[C:10](=[CH:11][CH:12]=[CH:13][CH:14]=2)[C:9](=[O:16])[O:8]1. (5) Given the reactants C([O:3][C:4]([C:6]1[S:7][CH:8]=[C:9]([C:11]([F:14])([F:13])[F:12])[N:10]=1)=O)C.CC(C[AlH]CC(C)C)C, predict the reaction product. The product is: [F:14][C:11]([F:12])([F:13])[C:9]1[N:10]=[C:6]([CH2:4][OH:3])[S:7][CH:8]=1. (6) The product is: [C:1]([C:3]1[CH:4]=[C:5]([C:13]2[O:17][N:16]=[C:15]([C:18]3[C:28]4[O:27][CH2:26][CH2:25][N:24]([CH2:29][CH2:30][C:31]([OH:33])=[O:32])[CH2:23][C:22]=4[CH:21]=[CH:20][CH:19]=3)[N:14]=2)[CH:6]=[CH:7][C:8]=1[O:9][CH:10]([CH3:12])[CH3:11])#[N:2]. Given the reactants [C:1]([C:3]1[CH:4]=[C:5]([C:13]2[O:17][N:16]=[C:15]([C:18]3[C:28]4[O:27][CH2:26][CH2:25][N:24]([CH2:29][CH2:30][C:31]([O:33]CC)=[O:32])[CH2:23][C:22]=4[CH:21]=[CH:20][CH:19]=3)[N:14]=2)[CH:6]=[CH:7][C:8]=1[O:9][CH:10]([CH3:12])[CH3:11])#[N:2].[OH-].[Na+], predict the reaction product. (7) The product is: [CH:29]1([NH:1][CH2:2][CH2:3][NH:4][C@H:5]2[CH2:10][CH2:9][C@H:8]([CH2:11][C:12]([NH:14][C@H:15]3[CH2:20][C:19]4[CH:21]=[CH:22][CH:23]=[C:24]([C:25]([OH:27])=[O:26])[C:18]=4[O:17][B:16]3[OH:28])=[O:13])[CH2:7][CH2:6]2)[CH2:33][CH2:32][CH2:31][CH2:30]1. Given the reactants [NH2:1][CH2:2][CH2:3][NH:4][C@H:5]1[CH2:10][CH2:9][C@H:8]([CH2:11][C:12]([NH:14][C@H:15]2[CH2:20][C:19]3[CH:21]=[CH:22][CH:23]=[C:24]([C:25]([OH:27])=[O:26])[C:18]=3[O:17][B:16]2[OH:28])=[O:13])[CH2:7][CH2:6]1.[C:29]1(=O)[CH2:33][CH2:32][CH2:31][CH2:30]1, predict the reaction product.